Predict the reaction yield, written as a fraction of the theoretical maximum amount of product (1.0 means a 100% yield; for example, 0.34 means a 34% yield). From a dataset of Reaction yield outcomes from USPTO patents with 853,638 reactions. (1) The reactants are [C:1]([O:5][C@@H:6]([C:11]1[C:12]([CH3:34])=[N:13][C:14]2[N:15]([N:24]=[C:25]([C:27]3[CH:32]=[CH:31][CH:30]=[C:29]([Cl:33])[CH:28]=3)[CH:26]=2)[C:16]=1[C:17]1[CH:22]=[CH:21][C:20]([F:23])=[CH:19][CH:18]=1)[C:7]([O:9]C)=[O:8])([CH3:4])([CH3:3])[CH3:2].[OH-].[Na+].Cl. The catalyst is CO.CCOCC. The product is [C:1]([O:5][C@@H:6]([C:11]1[C:12]([CH3:34])=[N:13][C:14]2[N:15]([N:24]=[C:25]([C:27]3[CH:32]=[CH:31][CH:30]=[C:29]([Cl:33])[CH:28]=3)[CH:26]=2)[C:16]=1[C:17]1[CH:18]=[CH:19][C:20]([F:23])=[CH:21][CH:22]=1)[C:7]([OH:9])=[O:8])([CH3:4])([CH3:3])[CH3:2]. The yield is 0.870. (2) The reactants are [C:1](/[N:3]=[C:4](\SC)/[NH:5][C:6]1[CH:11]=[CH:10][CH:9]=[C:8]([S:12]([CH3:15])(=[O:14])=[O:13])[CH:7]=1)#[N:2].[NH2:18][NH2:19]. The catalyst is C(O)C. The product is [CH3:15][S:12]([C:8]1[CH:7]=[C:6]([NH:5][C:4]2[N:3]=[C:1]([NH2:2])[NH:19][N:18]=2)[CH:11]=[CH:10][CH:9]=1)(=[O:13])=[O:14]. The yield is 0.830. (3) The reactants are C([N:8]1[CH2:13][CH2:12][N:11]([C:14]2[CH:26]=[CH:25][CH:24]=[CH:23][C:15]=2[CH:16]=[C:17]2[CH2:21][CH2:20][NH:19][C:18]2=[O:22])[CH2:10][CH2:9]1)C1C=CC=CC=1. The catalyst is [Pd].CO. The product is [N:11]1([C:14]2[CH:26]=[CH:25][CH:24]=[CH:23][C:15]=2[CH2:16][CH:17]2[CH2:21][CH2:20][NH:19][C:18]2=[O:22])[CH2:10][CH2:9][NH:8][CH2:13][CH2:12]1. The yield is 0.820. (4) The reactants are [C:1]([C:4]1[CH:11]=[C:10]([Cl:12])[C:7]([C:8]#[N:9])=[C:6](I)[C:5]=1[O:14][CH2:15][CH3:16])(=[O:3])[CH3:2].Cl.[CH3:18][O:19][CH:20]1[CH2:23][NH:22][CH2:21]1.C(=O)([O-])[O-].[Cs+].[Cs+].CC1(C)C2C=CC=C(P(C3C=CC=CC=3)C3C=CC=CC=3)C=2OC2C1=CC=CC=2P(C1C=CC=CC=1)C1C=CC=CC=1. The catalyst is O1CCOCC1.C1C=CC(/C=C/C(/C=C/C2C=CC=CC=2)=O)=CC=1.C1C=CC(/C=C/C(/C=C/C2C=CC=CC=2)=O)=CC=1.C1C=CC(/C=C/C(/C=C/C2C=CC=CC=2)=O)=CC=1.[Pd].[Pd]. The product is [C:1]([C:4]1[CH:11]=[C:10]([Cl:12])[C:7]([C:8]#[N:9])=[C:6]([N:22]2[CH2:23][CH:20]([O:19][CH3:18])[CH2:21]2)[C:5]=1[O:14][CH2:15][CH3:16])(=[O:3])[CH3:2]. The yield is 0.700. (5) The reactants are [C:1]([O:5][C:6]([NH:8][CH2:9][C:10]1[CH:15]=[CH:14][C:13]([CH:16]=[CH:17][C:18]([O:20][CH2:21][CH3:22])=[O:19])=[CH:12][CH:11]=1)=[O:7])([CH3:4])([CH3:3])[CH3:2]. The catalyst is C(O)C.[C].[Pd]. The product is [C:1]([O:5][C:6]([NH:8][CH2:9][C:10]1[CH:11]=[CH:12][C:13]([CH2:16][CH2:17][C:18]([O:20][CH2:21][CH3:22])=[O:19])=[CH:14][CH:15]=1)=[O:7])([CH3:4])([CH3:3])[CH3:2]. The yield is 0.790. (6) The reactants are [NH2:1][C:2]1[CH2:7][CH2:6][CH2:5][C:4](=[O:8])[CH:3]=1.C(O[CH:12]=[C:13]([C:19]([O:21][CH2:22][CH3:23])=[O:20])[C:14]([O:16][CH2:17][CH3:18])=[O:15])C. No catalyst specified. The product is [CH2:17]([O:16][C:14](=[O:15])[C:13](=[CH:12][NH:1][C:2]1[CH2:7][CH2:6][CH2:5][C:4](=[O:8])[CH:3]=1)[C:19]([O:21][CH2:22][CH3:23])=[O:20])[CH3:18]. The yield is 0.900. (7) The reactants are C[O:2][C:3]([C:5]1[C:10](Cl)=[CH:9][C:8](=[O:12])[N:7]([C:13]2[CH:18]=[CH:17][CH:16]=[CH:15][CH:14]=2)[N:6]=1)=[O:4].[Br:19][C:20]1[CH:26]=[CH:25][C:23]([NH2:24])=[C:22]([F:27])[CH:21]=1.C(=O)([O-])[O-].[Cs+].[Cs+].O. The catalyst is ClC1C=CC=CC=1Cl.CCOC(C)=O. The product is [Br:19][C:20]1[CH:26]=[CH:25][C:23]([NH:24][C:10]2[C:5]([C:3]([OH:2])=[O:4])=[N:6][N:7]([C:13]3[CH:18]=[CH:17][CH:16]=[CH:15][CH:14]=3)[C:8](=[O:12])[CH:9]=2)=[C:22]([F:27])[CH:21]=1. The yield is 0.430.